This data is from Forward reaction prediction with 1.9M reactions from USPTO patents (1976-2016). The task is: Predict the product of the given reaction. (1) Given the reactants [I:1][C:2]1[CH:10]=[CH:9][C:5]([C:6]([OH:8])=O)=[CH:4][CH:3]=1.Cl.CN(C)[CH2:14][CH2:15][CH2:16][N:17]=[C:18]=NCC.O[N:24]1[C:28]2[CH:29]=[CH:30][CH:31]=CC=2N=N1.[CH3:33]N(C=O)C, predict the reaction product. The product is: [I:1][C:2]1[CH:3]=[CH:4][C:5]([C:6]([N:24]2[CH2:31][CH2:30][CH:29]([C:33]3[CH:18]=[N:17][CH:16]=[CH:15][CH:14]=3)[CH2:28]2)=[O:8])=[CH:9][CH:10]=1. (2) Given the reactants [NH2:1][CH2:2][CH:3]([OH:5])[CH3:4].[Cl:6][C:7]1[CH:12]=[CH:11][C:10]([CH2:13][CH2:14]Cl)=[CH:9][CH:8]=1.O, predict the reaction product. The product is: [Cl:6][C:7]1[CH:12]=[CH:11][C:10]([CH2:13][CH2:14][NH:1][CH2:2][CH:3]([OH:5])[CH3:4])=[CH:9][CH:8]=1. (3) The product is: [CH3:1][C:2]([CH3:23])([CH3:22])[C@H:3]([NH:11][C:12](=[O:21])[CH2:13][O:14][C:15]1[CH:20]=[CH:19][CH:18]=[CH:17][CH:16]=1)[C:4]([OH:6])=[O:5]. Given the reactants [CH3:1][C:2]([CH3:23])([CH3:22])[C@H:3]([NH:11][C:12](=[O:21])[CH2:13][O:14][C:15]1[CH:20]=[CH:19][CH:18]=[CH:17][CH:16]=1)[C:4]([O:6]C(C)(C)C)=[O:5].FC(F)(F)C(O)=O, predict the reaction product. (4) Given the reactants [NH:1]1[CH2:6][CH2:5][CH:4]([S:7][C:8]2[N:13]=[C:12]([NH:14][C:15]3[S:16][C:17]([C:20]#[N:21])=[CH:18][N:19]=3)[CH:11]=[C:10]([N:22]3[CH2:27][CH2:26][N:25]([CH3:28])[CH2:24][CH2:23]3)[N:9]=2)[CH2:3][CH2:2]1.C(N(CC)CC)C.[C:36](Cl)(=[O:39])[CH2:37][CH3:38], predict the reaction product. The product is: [C:36]([N:1]1[CH2:6][CH2:5][CH:4]([S:7][C:8]2[N:13]=[C:12]([NH:14][C:15]3[S:16][C:17]([C:20]#[N:21])=[CH:18][N:19]=3)[CH:11]=[C:10]([N:22]3[CH2:23][CH2:24][N:25]([CH3:28])[CH2:26][CH2:27]3)[N:9]=2)[CH2:3][CH2:2]1)(=[O:39])[CH2:37][CH3:38].